Dataset: Full USPTO retrosynthesis dataset with 1.9M reactions from patents (1976-2016). Task: Predict the reactants needed to synthesize the given product. (1) Given the product [ClH:12].[C:4]([C:6]1[CH:11]=[CH:10][C:9]([Cl:12])=[CH:8][C:7]=1[S:13][C@H:14]1[CH2:23][CH2:22][C@@H:21]2[C@H:16]([CH2:17][C@@H:18]([C:28]([OH:30])=[O:29])[NH:19][CH2:20]2)[CH2:15]1)([OH:5])=[O:3], predict the reactants needed to synthesize it. The reactants are: C([O:3][C:4]([C:6]1[CH:11]=[CH:10][C:9]([Cl:12])=[CH:8][C:7]=1[S:13][C@H:14]1[CH2:23][CH2:22][C@@H:21]2[C@H:16]([CH2:17][C@@H:18]([C:28]([O:30]CC)=[O:29])[N:19](C(OC)=O)[CH2:20]2)[CH2:15]1)=[O:5])C.Cl. (2) Given the product [OH:1][CH:2]1[CH2:3][CH2:4][N:5]([C:8]([N:10]2[CH2:15][CH:14]([C:16]3[CH:17]=[CH:18][C:19]([C:22]([F:25])([F:24])[F:23])=[CH:20][CH:21]=3)[CH2:13][CH:12]([C:26]3[O:28][N:36]=[C:31]([CH2:32][CH2:33][O:34][CH3:35])[N:30]=3)[CH2:11]2)=[O:9])[CH2:6][CH2:7]1, predict the reactants needed to synthesize it. The reactants are: [OH:1][CH:2]1[CH2:7][CH2:6][N:5]([C:8]([N:10]2[CH2:15][CH:14]([C:16]3[CH:21]=[CH:20][C:19]([C:22]([F:25])([F:24])[F:23])=[CH:18][CH:17]=3)[CH2:13][CH:12]([C:26]([OH:28])=O)[CH2:11]2)=[O:9])[CH2:4][CH2:3]1.O[N:30]=[C:31]([NH2:36])[CH2:32][CH2:33][O:34][CH3:35]. (3) Given the product [C:1]([O:5][C@@H:6]([C:9]1[C:10]([C:23]2[CH:24]=[CH:25][C:26]([Cl:29])=[CH:27][CH:28]=2)=[C:11]2[C:16](=[CH:17][C:18]=1[CH3:19])[N:15]=[C:14]([CH2:20][O:21][CH2:22][CH3:31])[CH:13]=[CH:12]2)[CH2:7][OH:8])([CH3:4])([CH3:2])[CH3:3], predict the reactants needed to synthesize it. The reactants are: [C:1]([O:5][C@@H:6]([C:9]1[C:10]([C:23]2[CH:28]=[CH:27][C:26]([Cl:29])=[CH:25][CH:24]=2)=[C:11]2[C:16](=[CH:17][C:18]=1[CH3:19])[N:15]=[C:14]([CH2:20][O:21][CH3:22])[CH:13]=[CH:12]2)[CH2:7][OH:8])([CH3:4])([CH3:3])[CH3:2].[O-][CH2:31]C.[Na+]. (4) Given the product [CH3:1][C:2]1[CH:10]=[CH:9][C:5]([C:6]([N:47]2[CH2:52][CH2:51][CH:50]([C:53]3[CH:60]=[CH:59][C:56]([C:57]#[N:58])=[CH:55][CH:54]=3)[CH2:49][CH2:48]2)=[O:7])=[CH:4][C:3]=1[C:11]1[NH:15][C:14]([CH:16]2[CH2:17][CH2:18][O:19][CH2:20][CH2:21]2)=[N:13][C:12]=1[CH3:22], predict the reactants needed to synthesize it. The reactants are: [CH3:1][C:2]1[CH:10]=[CH:9][C:5]([C:6](O)=[O:7])=[CH:4][C:3]=1[C:11]1[NH:15][C:14]([CH:16]2[CH2:21][CH2:20][O:19][CH2:18][CH2:17]2)=[N:13][C:12]=1[CH3:22].CC1C=C(C)C(C2N=C(C3CCOCC3)NC=2C)=CC=1C(O)=O.Cl.[NH:47]1[CH2:52][CH2:51][CH:50]([C:53]2[CH:60]=[CH:59][C:56]([C:57]#[N:58])=[CH:55][CH:54]=2)[CH2:49][CH2:48]1.Cl.N1CC(C2C=CC(C#N)=CC=2)C1. (5) Given the product [F:2][C:3]1[CH:17]=[CH:16][C:6]2[C:7]([CH:10]3[CH2:11][CH2:12][N:13]([CH2:19][CH2:20][C:21]4[CH:22]=[C:23]5[C:28](=[CH:29][CH:30]=4)[NH:27][C:26](=[O:31])[CH2:25][C:24]5([CH3:32])[CH3:33])[CH2:14][CH2:15]3)=[N:8][O:9][C:5]=2[CH:4]=1, predict the reactants needed to synthesize it. The reactants are: Cl.[F:2][C:3]1[CH:17]=[CH:16][C:6]2[C:7]([CH:10]3[CH2:15][CH2:14][NH:13][CH2:12][CH2:11]3)=[N:8][O:9][C:5]=2[CH:4]=1.Cl[CH2:19][CH2:20][C:21]1[CH:22]=[C:23]2[C:28](=[CH:29][CH:30]=1)[NH:27][C:26](=[O:31])[CH2:25][C:24]2([CH3:33])[CH3:32]. (6) Given the product [Cl:8][C:5]1[N:6]=[CH:7][C:2]([CH2:17][C:16]([O:15][C:11]([CH3:14])([CH3:13])[CH3:12])=[O:19])=[CH:3][C:4]=1[F:9], predict the reactants needed to synthesize it. The reactants are: Br[C:2]1[CH:3]=[C:4]([F:9])[C:5]([Cl:8])=[N:6][CH:7]=1.[Cl-].[C:11]([O:15][C:16](=[O:19])[CH2:17][Zn+])([CH3:14])([CH3:13])[CH3:12].CCOCC.